This data is from hERG potassium channel inhibition data for cardiac toxicity prediction from Karim et al.. The task is: Regression/Classification. Given a drug SMILES string, predict its toxicity properties. Task type varies by dataset: regression for continuous values (e.g., LD50, hERG inhibition percentage) or binary classification for toxic/non-toxic outcomes (e.g., AMES mutagenicity, cardiotoxicity, hepatotoxicity). Dataset: herg_karim. (1) The compound is COCc1nc(Nc2ccc(C(F)(F)F)cc2)c2ccc(-c3ncccc3C(F)(F)F)cc2n1. The result is 1 (blocker). (2) The molecule is CNC(=O)c1c(-c2ccc(F)cc2)oc2ccc(-c3cc(C(=O)NC4(c5ccccn5)CC4)ccc3C)cc12. The result is 1 (blocker). (3) The molecule is CC(=O)Nc1ccc(O)cc1. The result is 0 (non-blocker). (4) The molecule is O=C(/C=C/c1ccc(CNCCc2c(-c3ccccc3)nn3ccccc23)cc1)NO. The result is 0 (non-blocker). (5) The drug is Cc1nc2ccccc2c(=O)n1-c1ccc(OC2CCN(C3CC3)CC2)cc1. The result is 0 (non-blocker).